From a dataset of Full USPTO retrosynthesis dataset with 1.9M reactions from patents (1976-2016). Predict the reactants needed to synthesize the given product. (1) Given the product [N:36]1[C:28]([C:27]2[C:22]([NH:21][C:16]3[C:15]([F:43])=[C:14]([NH:13][S:10]([C:4]4[C:5]([CH3:9])=[CH:6][CH:7]=[CH:8][C:3]=4[Cl:2])(=[O:12])=[O:11])[CH:19]=[CH:18][C:17]=3[F:20])=[N:23][CH:24]=[CH:25][CH:26]=2)=[C:29]2[C:33]([NH:32][CH:31]=[N:30]2)=[N:34][CH:35]=1, predict the reactants needed to synthesize it. The reactants are: Cl.[Cl:2][C:3]1[CH:8]=[CH:7][CH:6]=[C:5]([CH3:9])[C:4]=1[S:10]([NH:13][C:14]1[CH:19]=[CH:18][C:17]([F:20])=[C:16]([NH:21][C:22]2[C:27]([C:28]3[N:36]=[CH:35][N:34]=[C:33]4[C:29]=3[N:30]=[CH:31][N:32]4C3CCCCO3)=[CH:26][CH:25]=[CH:24][N:23]=2)[C:15]=1[F:43])(=[O:12])=[O:11]. (2) Given the product [F:15][C:16]1[CH:21]=[CH:20][C:19]([C:12](=[O:13])[CH2:11][CH2:10][C:7]2[CH:8]=[CH:9][C:4]([N+:1]([O-:3])=[O:2])=[CH:5][CH:6]=2)=[CH:18][CH:17]=1, predict the reactants needed to synthesize it. The reactants are: [N+:1]([C:4]1[CH:9]=[CH:8][C:7]([CH2:10][CH2:11][C:12](Cl)=[O:13])=[CH:6][CH:5]=1)([O-:3])=[O:2].[F:15][C:16]1[CH:21]=[CH:20][CH:19]=[CH:18][CH:17]=1. (3) Given the product [Cl:1][C@@H:2]([C@H:8]([OH:12])[CH2:9][CH2:10][CH3:11])[C:3]([O:5][CH2:6][CH3:7])=[O:4], predict the reactants needed to synthesize it. The reactants are: [Cl:1][CH:2]([C:8](=[O:12])[CH2:9][CH2:10][CH3:11])[C:3]([O:5][CH2:6][CH3:7])=[O:4].C(N(CC)CC)C.C(O)=O. (4) Given the product [CH2:1]([O:3][C:4]([C:6]1[C:10]([C:11]2[CH:16]=[CH:15][CH:14]=[CH:13][C:12]=2[CH3:17])=[CH:9][S:8][C:7]=1[N:18]1[C:22](=[O:23])[C:21]2[C:20](=[CH:28][CH:27]=[CH:26][CH:25]=2)[C:19]1=[O:24])=[O:5])[CH3:2], predict the reactants needed to synthesize it. The reactants are: [CH2:1]([O:3][C:4]([C:6]1[C:10]([C:11]2[CH:16]=[CH:15][CH:14]=[CH:13][C:12]=2[CH3:17])=[CH:9][S:8][C:7]=1[NH2:18])=[O:5])[CH3:2].[C:19]1(=O)[O:24][C:22](=[O:23])[C:21]2=[CH:25][CH:26]=[CH:27][CH:28]=[C:20]12.